From a dataset of Forward reaction prediction with 1.9M reactions from USPTO patents (1976-2016). Predict the product of the given reaction. (1) Given the reactants [CH2:1]([O:3][C:4](=[O:28])[CH:5]=[CH:6][C:7]1[S:11][C:10]([NH:12][C:13]([N:15]([CH:22]2[CH2:27][CH2:26][CH2:25][CH2:24][CH2:23]2)[CH:16]2[CH2:21][CH2:20][CH2:19][CH2:18][CH2:17]2)=[O:14])=[N:9][CH:8]=1)[CH3:2], predict the reaction product. The product is: [CH2:1]([O:3][C:4](=[O:28])[CH2:5][CH2:6][C:7]1[S:11][C:10]([NH:12][C:13]([N:15]([CH:16]2[CH2:17][CH2:18][CH2:19][CH2:20][CH2:21]2)[CH:22]2[CH2:27][CH2:26][CH2:25][CH2:24][CH2:23]2)=[O:14])=[N:9][CH:8]=1)[CH3:2]. (2) Given the reactants C[N:2]([C:4]1[C:9](C2C(P(C3CCCCC3)C3CCCCC3)=CC=CC=2)=CC=CC=1)[CH3:3].C[C:30](C)([O-:32])C.[Na+].Br[C:36]1[CH:45]=[C:44]2[C:39]([C:40]([O:46][C:47]3[CH:52]=[CH:51][C:50]([NH:53][C:54]4[C:63]5[C:58](=[CH:59][CH:60]=[CH:61][CH:62]=5)[C:57]([C:64]5[CH:69]=[CH:68][CH:67]=[CH:66][CH:65]=5)=[N:56][N:55]=4)=[CH:49][CH:48]=3)=[CH:41][CH:42]=[N:43]2)=[CH:38][CH:37]=1.N1CCOCC1.O1CCOCC1.C(O)(C)(C)C, predict the reaction product. The product is: [O:32]1[CH2:9][CH2:4][N:2]([C:36]2[CH:45]=[C:44]3[C:39]([C:40]([O:46][C:47]4[CH:52]=[CH:51][C:50]([NH:53][C:54]5[C:63]6[C:58](=[CH:59][CH:60]=[CH:61][CH:62]=6)[C:57]([C:64]6[CH:69]=[CH:68][CH:67]=[CH:66][CH:65]=6)=[N:56][N:55]=5)=[CH:49][CH:48]=4)=[CH:41][CH:42]=[N:43]3)=[CH:38][CH:37]=2)[CH2:3][CH2:30]1. (3) Given the reactants [C:1]([C:3]1[CH:8]=[CH:7][C:6]([C:9](=[O:11])[CH3:10])=[CH:5][CH:4]=1)#[CH:2].[CH2:12]([O:14][C:15](=[O:19])/[CH:16]=[CH:17]\I)[CH3:13], predict the reaction product. The product is: [CH2:12]([O:14][C:15](=[O:19])[CH:16]=[CH:17][C:2]#[C:1][C:3]1[CH:8]=[CH:7][C:6]([C:9](=[O:11])[CH3:10])=[CH:5][CH:4]=1)[CH3:13]. (4) Given the reactants [NH2:1][CH:2]1[CH2:7][CH2:6][N:5](C(OC(C)(C)C)=O)[CH2:4][CH2:3]1.[F:15][C:16]([F:27])([F:26])[C:17]1[CH:18]=[C:19]([N:23]=[C:24]=[O:25])[CH:20]=[CH:21][CH:22]=1.O.[OH-].[Na+], predict the reaction product. The product is: [NH:5]1[CH2:4][CH2:3][CH:2]([NH:1][C:24]([NH:23][C:19]2[CH:20]=[CH:21][CH:22]=[C:17]([C:16]([F:15])([F:26])[F:27])[CH:18]=2)=[O:25])[CH2:7][CH2:6]1. (5) Given the reactants S(=O)(=O)(O)O.[NH2:6][C:7]1[N:11]([C@H:12]2[CH2:17][N:16](C(OCC3C=CC=CC=3)=O)[C@@H:15]([CH3:28])[CH2:14][CH2:13]2)[N:10]=[C:9]([C:29]2[CH:34]=[CH:33][C:32]([O:35][C:36]3[CH:41]=[CH:40][C:39]([F:42])=[CH:38][C:37]=3[F:43])=[CH:31][CH:30]=2)[C:8]=1[C:44]#[N:45].[OH-:46].[NH4+], predict the reaction product. The product is: [NH2:6][C:7]1[N:11]([C@H:12]2[CH2:13][CH2:14][C@@H:15]([CH3:28])[NH:16][CH2:17]2)[N:10]=[C:9]([C:29]2[CH:34]=[CH:33][C:32]([O:35][C:36]3[CH:41]=[CH:40][C:39]([F:42])=[CH:38][C:37]=3[F:43])=[CH:31][CH:30]=2)[C:8]=1[C:44]([NH2:45])=[O:46].